From a dataset of Full USPTO retrosynthesis dataset with 1.9M reactions from patents (1976-2016). Predict the reactants needed to synthesize the given product. Given the product [C:1]([C:5]1[N:6]=[C:7]([NH:10][C:11]([C:13]2[CH:46]=[CH:45][N:16]3[C:17](=[O:44])[C:18](/[CH:35]=[CH:36]/[C:37]([O:39][C:40]([CH3:43])([CH3:42])[CH3:41])=[O:38])=[C:19]([N:21]4[CH2:26][CH2:25][CH2:24][C@@H:23]([O:27][C:28]([NH:30][CH2:31][CH2:32][CH2:33][N:48]([CH3:49])[CH3:47])=[O:29])[CH2:22]4)[N:20]=[C:15]3[CH:14]=2)=[O:12])[S:8][CH:9]=1)([CH3:4])([CH3:3])[CH3:2], predict the reactants needed to synthesize it. The reactants are: [C:1]([C:5]1[N:6]=[C:7]([NH:10][C:11]([C:13]2[CH:46]=[CH:45][N:16]3[C:17](=[O:44])[C:18](/[CH:35]=[CH:36]/[C:37]([O:39][C:40]([CH3:43])([CH3:42])[CH3:41])=[O:38])=[C:19]([N:21]4[CH2:26][CH2:25][CH2:24][C@@H:23]([O:27][C:28]([NH:30][CH2:31][CH2:32][CH2:33]Cl)=[O:29])[CH2:22]4)[N:20]=[C:15]3[CH:14]=2)=[O:12])[S:8][CH:9]=1)([CH3:4])([CH3:3])[CH3:2].[CH3:47][N:48](C)[CH:49]=O.CNC.